Dataset: Full USPTO retrosynthesis dataset with 1.9M reactions from patents (1976-2016). Task: Predict the reactants needed to synthesize the given product. (1) Given the product [C:19]1([C@H:17]([NH:16][C@@H:13]2[CH2:14][CH2:15][C@@H:11]([O:10][C:7]3[CH:6]=[CH:5][C:4]([C:3]([OH:29])=[O:2])=[CH:9][CH:8]=3)[CH2:12]2)[CH3:18])[C:28]2[C:23](=[CH:24][CH:25]=[CH:26][CH:27]=2)[CH:22]=[CH:21][CH:20]=1, predict the reactants needed to synthesize it. The reactants are: C[O:2][C:3](=[O:29])[C:4]1[CH:9]=[CH:8][C:7]([O:10][CH:11]2[CH2:15][CH2:14][CH:13]([NH:16][CH:17]([C:19]3[C:28]4[C:23](=[CH:24][CH:25]=[CH:26][CH:27]=4)[CH:22]=[CH:21][CH:20]=3)[CH3:18])[CH2:12]2)=[CH:6][CH:5]=1.COC(=O)C1C=CC(O[C@@H]2CC[C@@H](N[C@@H](C3C4C(=CC=CC=4)C=CC=3)C)C2)=CC=1. (2) Given the product [CH3:19][O:18][C:5]1[CH:4]=[CH:3][C:2]([NH:1][C:31]([C:29]2[NH:30][C:26]([C:20]3[CH:21]=[CH:22][CH:23]=[CH:24][CH:25]=3)=[CH:27][CH:28]=2)=[O:32])=[CH:7][C:6]=1[NH:8][C:9](=[O:17])[CH2:10][N:11]1[CH2:16][CH2:15][O:14][CH2:13][CH2:12]1, predict the reactants needed to synthesize it. The reactants are: [NH2:1][C:2]1[CH:3]=[CH:4][C:5]([O:18][CH3:19])=[C:6]([NH:8][C:9](=[O:17])[CH2:10][N:11]2[CH2:16][CH2:15][O:14][CH2:13][CH2:12]2)[CH:7]=1.[C:20]1([C:26]2[NH:30][C:29]([C:31](O)=[O:32])=[CH:28][CH:27]=2)[CH:25]=[CH:24][CH:23]=[CH:22][CH:21]=1.C(N(C(C)C)CC)(C)C. (3) Given the product [NH2:8][C:4]1[N:5]=[CH:6][N:7]=[C:2]([NH:15][C@H:16]([C:19]2[N:28]([CH:29]3[CH2:30][CH2:31]3)[C:27](=[O:32])[C:26]3[C:21](=[CH:22][CH:23]=[CH:24][C:25]=3[Cl:33])[N:20]=2)[CH2:17][CH3:18])[C:3]=1[C:9]1[O:10][CH2:11][C@H:12]([CH3:14])[N:13]=1, predict the reactants needed to synthesize it. The reactants are: Cl[C:2]1[N:7]=[CH:6][N:5]=[C:4]([NH2:8])[C:3]=1[C:9]1[O:10][CH2:11][C@H:12]([CH3:14])[N:13]=1.[NH2:15][C@H:16]([C:19]1[N:28]([CH:29]2[CH2:31][CH2:30]2)[C:27](=[O:32])[C:26]2[C:21](=[CH:22][CH:23]=[CH:24][C:25]=2[Cl:33])[N:20]=1)[CH2:17][CH3:18].CCN(C(C)C)C(C)C. (4) Given the product [ClH:16].[CH3:8][NH:9][CH:10]1[CH2:15][CH2:14][O:13][CH2:12][CH2:11]1, predict the reactants needed to synthesize it. The reactants are: C([CH2:8][NH:9][CH:10]1[CH2:15][CH2:14][O:13][CH2:12][CH2:11]1)C1C=CC=CC=1.[ClH:16]. (5) Given the product [CH2:3]([N:10]1[C:14]([C:15]2[CH:16]=[CH:17][C:18]3[O:23][CH2:22][CH2:21][CH2:20][C:19]=3[CH:24]=2)=[C:13]([CH:25]([OH:31])[C:26]([O:28][CH2:29][CH3:30])=[O:27])[C:12]([C:32]([F:33])([F:35])[F:34])=[N:11]1)[C:4]1[CH:5]=[CH:6][CH:7]=[CH:8][CH:9]=1, predict the reactants needed to synthesize it. The reactants are: [BH4-].[Na+].[CH2:3]([N:10]1[C:14]([C:15]2[CH:16]=[CH:17][C:18]3[O:23][CH2:22][CH2:21][CH2:20][C:19]=3[CH:24]=2)=[C:13]([C:25](=[O:31])[C:26]([O:28][CH2:29][CH3:30])=[O:27])[C:12]([C:32]([F:35])([F:34])[F:33])=[N:11]1)[C:4]1[CH:9]=[CH:8][CH:7]=[CH:6][CH:5]=1.O. (6) The reactants are: [C:1]([O:5][C:6]([N:8]1[CH:17]([CH:18]([OH:22])[CH:19]([OH:21])[CH3:20])[CH2:16][NH:15][C:14]2[NH:13][C:12]([N:23]=[CH:24][N:25]([CH3:27])[CH3:26])=[N:11][C:10](=[O:28])[C:9]1=2)=[O:7])([CH3:4])([CH3:3])[CH3:2].[C:29]([NH:36][C@H:37]([C:42](O)=[O:43])[C@H:38]([CH2:40][CH3:41])[CH3:39])([O:31][C:32]([CH3:35])([CH3:34])[CH3:33])=[O:30]. Given the product [C:1]([O:5][C:6]([N:8]1[CH:17]([CH:18]([OH:22])[CH:19]([O:21][C:42](=[O:43])[CH:37]([NH:36][C:29]([O:31][C:32]([CH3:33])([CH3:35])[CH3:34])=[O:30])[CH:38]([CH3:39])[CH2:40][CH3:41])[CH3:20])[CH2:16][NH:15][C:14]2[NH:13][C:12]([N:23]=[CH:24][N:25]([CH3:26])[CH3:27])=[N:11][C:10](=[O:28])[C:9]1=2)=[O:7])([CH3:4])([CH3:3])[CH3:2], predict the reactants needed to synthesize it. (7) Given the product [N:24]1([C:21]2[CH:20]=[CH:19][C:18]([NH:17][C:15]([C:10]3[CH2:11][CH2:12][CH2:13][CH2:14][C:9]=3[C:6]3[CH:5]=[CH:4][C:3]([C:2]([F:37])([F:1])[F:38])=[CH:8][CH:7]=3)=[O:16])=[CH:23][CH:22]=2)[CH2:29][CH2:28][NH:27][CH2:26][CH2:25]1, predict the reactants needed to synthesize it. The reactants are: [F:1][C:2]([F:38])([F:37])[C:3]1[CH:8]=[CH:7][C:6]([C:9]2[CH2:14][CH2:13][CH2:12][CH2:11][C:10]=2[C:15]([NH:17][C:18]2[CH:23]=[CH:22][C:21]([N:24]3[CH2:29][CH2:28][N:27](C(OC(C)(C)C)=O)[CH2:26][CH2:25]3)=[CH:20][CH:19]=2)=[O:16])=[CH:5][CH:4]=1.FC(F)(F)C(O)=O. (8) Given the product [CH:1]1([C:4]2[C:13]([B:19]3[O:20][C:21]([CH3:23])([CH3:22])[C:17]([CH3:33])([CH3:16])[O:18]3)=[CH:12][C:7]([C:8]([O:10][CH3:11])=[O:9])=[C:6]([CH3:15])[CH:5]=2)[CH2:3][CH2:2]1, predict the reactants needed to synthesize it. The reactants are: [CH:1]1([C:4]2[C:13](I)=[CH:12][C:7]([C:8]([O:10][CH3:11])=[O:9])=[C:6]([CH3:15])[CH:5]=2)[CH2:3][CH2:2]1.[CH3:16][C:17]1([CH3:33])[C:21]([CH3:23])([CH3:22])[O:20][B:19]([B:19]2[O:20][C:21]([CH3:23])([CH3:22])[C:17]([CH3:33])([CH3:16])[O:18]2)[O:18]1.C([O-])(=O)C.[K+]. (9) The reactants are: Br[C:2]1[N:6]2[N:7]=[C:8]([Cl:11])[CH:9]=[CH:10][C:5]2=[N:4][CH:3]=1.C([Mg]Br)C.[F:16][C:17]1[CH:26]=[C:25]2[C:20]([CH:21]=[CH:22][CH:23]=[N:24]2)=[CH:19][C:18]=1[CH:27]=[O:28]. Given the product [Cl:11][C:8]1[CH:9]=[CH:10][C:5]2[N:6]([C:2]([CH:27]([C:18]3[CH:19]=[C:20]4[C:25](=[CH:26][C:17]=3[F:16])[N:24]=[CH:23][CH:22]=[CH:21]4)[OH:28])=[CH:3][N:4]=2)[N:7]=1, predict the reactants needed to synthesize it. (10) Given the product [N+:1]([C:4]1[CH:5]=[CH:6][C:7]2[O:12][C@:11]([CH3:18])([CH:13]([O:16][CH3:17])[O:14][CH3:15])[C@H:10]([OH:19])[C@@H:9]([N:28]([C:25]3[CH:26]=[CH:27][C:22]([CH3:21])=[CH:23][CH:24]=3)[CH2:29][C:30]3[N:31]=[N:32][N:33]([CH3:35])[N:34]=3)[C:8]=2[CH:20]=1)([O-:3])=[O:2], predict the reactants needed to synthesize it. The reactants are: [N+:1]([C:4]1[CH:5]=[CH:6][C:7]2[O:12][C@:11]([CH3:18])([CH:13]([O:16][CH3:17])[O:14][CH3:15])[C@@H:10]3[O:19][C@@H:9]3[C:8]=2[CH:20]=1)([O-:3])=[O:2].[CH3:21][C:22]1[CH:27]=[CH:26][C:25]([NH:28][CH2:29][C:30]2[N:31]=[N:32][N:33]([CH3:35])[N:34]=2)=[CH:24][CH:23]=1.